From a dataset of Reaction yield outcomes from USPTO patents with 853,638 reactions. Predict the reaction yield, written as a fraction of the theoretical maximum amount of product (1.0 means a 100% yield; for example, 0.34 means a 34% yield). (1) The reactants are Br[C:2]1[O:3][C:4]2[C:24]([O:25]C(=O)C)=[C:23]([O:29][CH3:30])[CH:22]=[CH:21][C:5]=2[C:6]=1[C:7](=[O:20])[C:8]1[CH:13]=[C:12]([O:14][CH3:15])[C:11]([O:16][CH3:17])=[C:10]([O:18][CH3:19])[CH:9]=1.[CH3:31][O:32][C:33](=[O:36])[CH:34]=[CH2:35].CO.C(=O)([O-])[O-].[K+].[K+]. The catalyst is C(#N)C.C([O-])(=O)C.[Pd+2].C([O-])(=O)C. The product is [CH3:31][O:32][C:33](=[O:36])/[CH:34]=[CH:35]/[C:2]1[O:3][C:4]2[C:24]([OH:25])=[C:23]([O:29][CH3:30])[CH:22]=[CH:21][C:5]=2[C:6]=1[C:7](=[O:20])[C:8]1[CH:9]=[C:10]([O:18][CH3:19])[C:11]([O:16][CH3:17])=[C:12]([O:14][CH3:15])[CH:13]=1. The yield is 0.370. (2) The reactants are [C:1]([C:5]1[CH:18]=[CH:17][C:16]2[C:7](=[C:8]3[C:13](=[C:14](Cl)[N:15]=2)[CH:12]=[CH:11][C:10]([C:20]([CH3:23])([CH3:22])[CH3:21])=[CH:9]3)[CH:6]=1)([CH3:4])([CH3:3])[CH3:2].CO[CH:26](OC)[CH2:27][NH2:28]. The catalyst is COCCOCCOC. The product is [C:1]([C:5]1[CH:18]=[CH:17][C:16]2[N:15]3[CH:26]=[CH:27][N:28]=[C:14]3[C:13]3[CH:12]=[CH:11][C:10]([C:20]([CH3:23])([CH3:22])[CH3:21])=[CH:9][C:8]=3[C:7]=2[CH:6]=1)([CH3:4])([CH3:3])[CH3:2]. The yield is 0.560. (3) The reactants are [CH3:1][O:2][C:3](=[O:32])[C@H:4]([NH:21][C:22]([O:24][CH2:25][C:26]1[CH:31]=[CH:30][CH:29]=[CH:28][CH:27]=1)=[O:23])[CH2:5][C:6]1[C:7]([CH2:16][O:17]C(=O)C)=[C:8]2[C:12](=[C:13]([Cl:15])[CH:14]=1)[NH:11][N:10]=[CH:9]2.COC(=O)[C@H](NC(OCC1C=CC=CC=1)=O)CC1C=CC(NC(OC(C)(C)C)=O)=C(C)C=1CO. No catalyst specified. The product is [CH3:1][O:2][C:3](=[O:32])[C@H:4]([NH:21][C:22]([O:24][CH2:25][C:26]1[CH:27]=[CH:28][CH:29]=[CH:30][CH:31]=1)=[O:23])[CH2:5][C:6]1[C:7]([CH2:16][OH:17])=[C:8]2[C:12](=[C:13]([Cl:15])[CH:14]=1)[NH:11][N:10]=[CH:9]2. The yield is 0.950.